The task is: Predict the reaction yield, written as a fraction of the theoretical maximum amount of product (1.0 means a 100% yield; for example, 0.34 means a 34% yield).. This data is from Reaction yield outcomes from USPTO patents with 853,638 reactions. (1) The reactants are [C:1]([C:4]1[CH:11]=[C:10]([CH3:12])[C:7]([C:8]#[N:9])=[C:6]([I:13])[C:5]=1[OH:14])(=[O:3])[CH3:2].[C:15](=O)([O-])[O-].[K+].[K+].CI. The catalyst is CN(C)C=O.C(OCC)(=O)C. The product is [C:1]([C:4]1[CH:11]=[C:10]([CH3:12])[C:7]([C:8]#[N:9])=[C:6]([I:13])[C:5]=1[O:14][CH3:15])(=[O:3])[CH3:2]. The yield is 0.960. (2) The reactants are [O:1]=[C:2]1[C:11]2[C:6](=[CH:7][CH:8]=[CH:9][CH:10]=2)[C:5]2[C:12](=[O:19])[C:13]3[CH:14]=[CH:15][CH:16]=[CH:17][C:18]=3[C:4]=2[NH:3]1.[BH4-].[Na+]. The catalyst is CCO. The product is [OH:19][CH:12]1[C:5]2[C:6]3[C:11](=[CH:10][CH:9]=[CH:8][CH:7]=3)[C:2](=[O:1])[NH:3][C:4]=2[C:18]2[CH:17]=[CH:16][CH:15]=[CH:14][C:13]1=2. The yield is 0.920. (3) The reactants are CO[Si:3]1([C:8]([C:10]2[CH:15]=[CH:14][C:13]([O:16][CH3:17])=[CH:12][CH:11]=2)=[CH2:9])[CH2:7][CH2:6][CH2:5][CH2:4]1.[H-].[Al+3].[Li+].[H-].[H-].[H-]. The catalyst is C(OCC)C. The product is [CH3:17][O:16][C:13]1[CH:12]=[CH:11][C:10]([C:8]([SiH:3]2[CH2:7][CH2:6][CH2:5][CH2:4]2)=[CH2:9])=[CH:15][CH:14]=1. The yield is 0.790. (4) The reactants are CO[C:3]([C:5]1[CH:6]=[C:7]([C:11]2[CH:16]=[CH:15][CH:14]=[C:13]([C:17]([OH:19])=O)[CH:12]=2)[CH:8]=[CH:9][CH:10]=1)=[O:4].N=C=N.C1C=CC2[N:31]([OH:32])N=NC=2C=1.[CH:33]1[CH:38]=[CH:37][C:36]([CH2:39][CH2:40][NH2:41])=[CH:35][CH:34]=1.[N-]=C=O.C(O)C(N)(CO)CO. The catalyst is C1COCC1.CN1C(=O)CCC1. The product is [OH:32][NH:31][C:17]([C:13]1[CH:12]=[C:11]([C:7]2[CH:8]=[CH:9][CH:10]=[C:5]([C:3]([NH:41][CH2:40][CH2:39][C:36]3[CH:37]=[CH:38][CH:33]=[CH:34][CH:35]=3)=[O:4])[CH:6]=2)[CH:16]=[CH:15][CH:14]=1)=[O:19]. The yield is 0.550. (5) The reactants are [H-].[Na+].C[C:4](P(OC)(O)=O)([C:6]([O-:8])=[O:7])[CH3:5].O=C1[CH2:20][CH2:19][CH:18]([C:21]2[N:26]=[CH:25][C:24]([NH:27][C:28](=[O:37])[O:29][CH2:30][C:31]3[CH:36]=[CH:35][CH:34]=[CH:33][CH:32]=3)=[CH:23][CH:22]=2)[CH2:17][CH2:16]1.O.[CH2:39]1COCC1. No catalyst specified. The product is [CH2:30]([O:29][C:28]([NH:27][C:24]1[CH:23]=[CH:22][C:21]([CH:18]2[CH2:19][CH2:20][C:5](=[CH:4][C:6]([O:8][CH3:39])=[O:7])[CH2:16][CH2:17]2)=[N:26][CH:25]=1)=[O:37])[C:31]1[CH:32]=[CH:33][CH:34]=[CH:35][CH:36]=1. The yield is 0.667. (6) The reactants are C[O:2][C:3](=O)[CH:4]([C:9]1[CH:14]=[CH:13][C:12]([NH:15][C:16]([C:18]2[NH:19][CH:20]=[C:21]([C:23]#[N:24])[N:22]=2)=[O:17])=[C:11]([C:25]2[CH2:30][CH2:29][CH2:28][CH2:27][CH:26]=2)[CH:10]=1)[C:5](OC)=[O:6].[BH4-].[Na+].CO.C(O)(=O)CC(CC(O)=O)(C(O)=O)O. The catalyst is C(O)(C)(C)C.CCOC(C)=O. The product is [C:25]1([C:11]2[CH:10]=[C:9]([CH:4]([CH2:3][OH:2])[CH2:5][OH:6])[CH:14]=[CH:13][C:12]=2[NH:15][C:16]([C:18]2[NH:19][CH:20]=[C:21]([C:23]#[N:24])[N:22]=2)=[O:17])[CH2:30][CH2:29][CH2:28][CH2:27][CH:26]=1. The yield is 0.610. (7) The yield is 0.460. The product is [F:8][C:7]1[CH:6]=[CH:5][C:4]([NH2:9])=[CH:3][C:2]=1[C:13]1[CH:14]=[N:15][CH:16]=[CH:17][CH:18]=1. The catalyst is COCCOC.O.C1C=CC([P]([Pd]([P](C2C=CC=CC=2)(C2C=CC=CC=2)C2C=CC=CC=2)([P](C2C=CC=CC=2)(C2C=CC=CC=2)C2C=CC=CC=2)[P](C2C=CC=CC=2)(C2C=CC=CC=2)C2C=CC=CC=2)(C2C=CC=CC=2)C2C=CC=CC=2)=CC=1. The reactants are Br[C:2]1[CH:3]=[C:4]([NH2:9])[CH:5]=[CH:6][C:7]=1[F:8].C(B(CC)[C:13]1[CH:14]=[N:15][CH:16]=[CH:17][CH:18]=1)C.C(=O)([O-])[O-].[K+].[K+].